From a dataset of Catalyst prediction with 721,799 reactions and 888 catalyst types from USPTO. Predict which catalyst facilitates the given reaction. (1) Reactant: [F:1][C:2]1[CH:10]=[CH:9][C:8]([F:11])=[CH:7][C:3]=1[C:4]([OH:6])=[O:5].[CH2:12]([Li])CCC.CI.Cl. Product: [F:11][C:8]1[C:7]([CH3:12])=[C:3]([C:2]([F:1])=[CH:10][CH:9]=1)[C:4]([OH:6])=[O:5]. The catalyst class is: 323. (2) Reactant: C([O:3][C:4](=[O:32])[CH2:5][O:6][C:7]1[CH:12]=[CH:11][C:10]([CH:13]([CH3:15])[CH3:14])=[CH:9][C:8]=1[CH2:16][N:17]1[CH2:22][CH2:21][N:20]([S:23]([C:26]2[CH:31]=[CH:30][CH:29]=[CH:28][CH:27]=2)(=[O:25])=[O:24])[CH2:19][CH2:18]1)C.[OH-].[Na+:34]. Product: [CH3:15][CH:13]([C:10]1[CH:11]=[CH:12][C:7]([O:6][CH2:5][C:4]([O-:32])=[O:3])=[C:8]([CH2:16][N:17]2[CH2:18][CH2:19][N:20]([S:23]([C:26]3[CH:27]=[CH:28][CH:29]=[CH:30][CH:31]=3)(=[O:25])=[O:24])[CH2:21][CH2:22]2)[CH:9]=1)[CH3:14].[Na+:34]. The catalyst class is: 36. (3) Reactant: [Cl:1][C:2]1[CH:3]=[C:4]([C:9]2[N:14]=[C:13]([CH:15]=O)[CH:12]=[CH:11][CH:10]=2)[CH:5]=[CH:6][C:7]=1[F:8].[NH2:17][C:18]1([CH2:23][OH:24])[CH2:22][CH2:21][CH2:20][CH2:19]1.C(O)(=O)C.C([BH3-])#N. Product: [Cl:1][C:2]1[CH:3]=[C:4]([C:9]2[N:14]=[C:13]([CH2:15][NH:17][C:18]3([CH2:23][OH:24])[CH2:22][CH2:21][CH2:20][CH2:19]3)[CH:12]=[CH:11][CH:10]=2)[CH:5]=[CH:6][C:7]=1[F:8]. The catalyst class is: 100. (4) Reactant: Cl.[NH2:2][CH2:3][CH2:4][CH2:5][NH:6][C:7]1[S:8][C:9]([C:12]([C:14]2[CH:19]=[CH:18][CH:17]=[CH:16][C:15]=2[CH3:20])=[O:13])=[CH:10][N:11]=1.[CH3:21][O:22][C:23]1[CH:28]=[CH:27][CH:26]=[CH:25][C:24]=1[N:29]=[C:30]=[O:31].CCN(CC)CC. Product: [CH3:21][O:22][C:23]1[CH:28]=[CH:27][CH:26]=[CH:25][C:24]=1[NH:29][C:30]([NH:2][CH2:3][CH2:4][CH2:5][NH:6][C:7]1[S:8][C:9]([C:12](=[O:13])[C:14]2[CH:19]=[CH:18][CH:17]=[CH:16][C:15]=2[CH3:20])=[CH:10][N:11]=1)=[O:31]. The catalyst class is: 5. (5) Reactant: [O:1]=[C:2]1[CH2:19][CH2:18][C:5]2([CH2:10][CH2:9][N:8]([C:11]([O:13][C:14]([CH3:17])([CH3:16])[CH3:15])=[O:12])[CH2:7][CH2:6]2)[CH2:4][CH2:3]1.[BH4-].[Na+].C(O)(=O)C. Product: [OH:1][CH:2]1[CH2:3][CH2:4][C:5]2([CH2:10][CH2:9][N:8]([C:11]([O:13][C:14]([CH3:15])([CH3:16])[CH3:17])=[O:12])[CH2:7][CH2:6]2)[CH2:18][CH2:19]1. The catalyst class is: 1. (6) Reactant: Cl[C:2]1[N:7]=[C:6]([C:8]2[CH:9]=[C:10]([CH:16]=[CH:17][C:18]=2[CH3:19])[C:11]([NH:13][CH2:14][CH3:15])=[O:12])[CH:5]=[CH:4][C:3]=1[C:20]([C:22]1[CH:27]=[CH:26][C:25]([F:28])=[CH:24][CH:23]=1)=O.O.[NH2:30][NH2:31]. Product: [CH2:14]([NH:13][C:11](=[O:12])[C:10]1[CH:16]=[CH:17][C:18]([CH3:19])=[C:8]([C:6]2[N:7]=[C:2]3[NH:30][N:31]=[C:20]([C:22]4[CH:27]=[CH:26][C:25]([F:28])=[CH:24][CH:23]=4)[C:3]3=[CH:4][CH:5]=2)[CH:9]=1)[CH3:15]. The catalyst class is: 1.